Dataset: Reaction yield outcomes from USPTO patents with 853,638 reactions. Task: Predict the reaction yield, written as a fraction of the theoretical maximum amount of product (1.0 means a 100% yield; for example, 0.34 means a 34% yield). (1) The reactants are [C:1]1([CH2:7][CH2:8][CH2:9][C:10]([N:12]2[CH2:17][CH2:16][CH2:15][CH:14]([NH:18][C:19]([C:21]3[C:22]([C:27]4[C:32](F)=[CH:31][CH:30]=[CH:29][C:28]=4[Cl:34])=[N:23][O:24][C:25]=3[CH3:26])=[O:20])[CH2:13]2)=[O:11])[CH:6]=[CH:5][CH:4]=[CH:3][CH:2]=1.C[Si]([N-][Si](C)(C)C)(C)C.[K+]. The catalyst is CN(C)C=O. The product is [Cl:34][C:28]1[C:27]2[C:22]3[C:21](=[C:25]([CH3:26])[O:24][N:23]=3)[C:19](=[O:20])[N:18]([CH:14]3[CH2:15][CH2:16][CH2:17][N:12]([C:10](=[O:11])[CH2:9][CH2:8][CH2:7][C:1]4[CH:6]=[CH:5][CH:4]=[CH:3][CH:2]=4)[CH2:13]3)[C:32]=2[CH:31]=[CH:30][CH:29]=1. The yield is 0.290. (2) The reactants are [F:1][C:2]1[CH:20]=[C:19]([N+:21]([O-:23])=[O:22])[CH:18]=[CH:17][C:3]=1[O:4][C:5]1[CH:10]=[CH:9][N:8]=[C:7]2[CH:11]=[C:12]([C:14](Cl)=[O:15])[S:13][C:6]=12.[NH2:24][CH:25]1[CH2:29][CH2:28][N:27]([C:30]([O:32][C:33]([CH3:36])([CH3:35])[CH3:34])=[O:31])[CH2:26]1. The catalyst is C(Cl)Cl. The product is [F:1][C:2]1[CH:20]=[C:19]([N+:21]([O-:23])=[O:22])[CH:18]=[CH:17][C:3]=1[O:4][C:5]1[CH:10]=[CH:9][N:8]=[C:7]2[CH:11]=[C:12]([C:14]([NH:24][CH:25]3[CH2:29][CH2:28][N:27]([C:30]([O:32][C:33]([CH3:36])([CH3:35])[CH3:34])=[O:31])[CH2:26]3)=[O:15])[S:13][C:6]=12. The yield is 0.200. (3) The reactants are [H-].[Al+3].[Li+].[H-].[H-].[H-].[Cl:7][C:8]1[CH:13]=[CH:12][C:11]([CH:14]([NH:18][C:19](=[O:25])[O:20][C:21]([CH3:24])([CH3:23])[CH3:22])[CH2:15][C:16]#[N:17])=[CH:10][CH:9]=1. The catalyst is C1COCC1. The product is [NH2:17][CH2:16][CH2:15][CH:14]([NH:18][C:19](=[O:25])[O:20][C:21]([CH3:23])([CH3:22])[CH3:24])[C:11]1[CH:10]=[CH:9][C:8]([Cl:7])=[CH:13][CH:12]=1. The yield is 1.00. (4) The yield is 0.920. The reactants are [N:1]1([C:7]2[N:12]=[CH:11][C:10]([NH2:13])=[C:9]([C:14]3[CH:19]=[CH:18][CH:17]=[CH:16][C:15]=3[CH3:20])[CH:8]=2)[CH2:6][CH2:5][S:4][CH2:3][CH2:2]1.[C:21](=O)([O-])[O-].[K+].[K+].ClC(OCC)=O.[H-].COCCO[Al+]OCCOC.[Na+].[H-].[OH-].[Na+]. The catalyst is O1CCCC1.C1(C)C=CC=CC=1. The product is [CH3:21][NH:13][C:10]1[CH:11]=[N:12][C:7]([N:1]2[CH2:6][CH2:5][S:4][CH2:3][CH2:2]2)=[CH:8][C:9]=1[C:14]1[CH:19]=[CH:18][CH:17]=[CH:16][C:15]=1[CH3:20]. (5) The reactants are [F:1][C:2]1[CH:9]=[C:8]([C:10]([F:13])([F:12])[F:11])[CH:7]=[CH:6][C:3]=1[CH2:4][NH2:5].ClC(Cl)(O[C:18](=[O:24])OC(Cl)(Cl)Cl)Cl.[N-:26]=[C:27]=O.CO.[CH3:31][N:32]([CH:34]=[O:35])C. The yield is 0.280. The product is [F:1][C:2]1[CH:9]=[C:8]([C:10]([F:11])([F:12])[F:13])[CH:7]=[CH:6][C:3]=1[CH2:4][NH:5][C:34]([NH:32][C:31]1[C:27]2[NH:26][C:18](=[O:24])[NH:5][C:4]=2[CH:3]=[CH:2][CH:9]=1)=[O:35]. The catalyst is CCOC(C)=O.